Dataset: Catalyst prediction with 721,799 reactions and 888 catalyst types from USPTO. Task: Predict which catalyst facilitates the given reaction. (1) Reactant: O[Li].O.C[O:5][C:6]([C:8]1([C:12]2[CH:49]=[CH:48][CH:47]=[CH:46][C:13]=2[CH2:14][CH2:15][C:16]2[C:21]([C:22]([F:25])([F:24])[F:23])=[CH:20][N:19]=[C:18]([NH:26][C:27]3[CH:32]=[CH:31][C:30]([CH:33]4[CH2:38][CH2:37][N:36]([C:39]([O:41][C:42]([CH3:45])([CH3:44])[CH3:43])=[O:40])[CH2:35][CH2:34]4)=[CH:29][CH:28]=3)[N:17]=2)[CH2:11][CH2:10][CH2:9]1)=[O:7].O.C(Cl)Cl. Product: [C:42]([O:41][C:39]([N:36]1[CH2:35][CH2:34][CH:33]([C:30]2[CH:29]=[CH:28][C:27]([NH:26][C:18]3[N:17]=[C:16]([CH2:15][CH2:14][C:13]4[CH:46]=[CH:47][CH:48]=[CH:49][C:12]=4[C:8]4([C:6]([OH:7])=[O:5])[CH2:11][CH2:10][CH2:9]4)[C:21]([C:22]([F:24])([F:23])[F:25])=[CH:20][N:19]=3)=[CH:32][CH:31]=2)[CH2:38][CH2:37]1)=[O:40])([CH3:45])([CH3:43])[CH3:44]. The catalyst class is: 1. (2) Reactant: [F:1][C:2]1[C:7]2[CH2:8][CH2:9][CH:10]([N:19]3[CH:23]=[C:22]([C:24]4[CH:29]=[CH:28][C:27](I)=[C:26]([O:31][CH3:32])[CH:25]=4)[N:21]=[N:20]3)[C:11](=[O:18])[N:12]([CH2:13][C:14]([F:17])([F:16])[F:15])[C:6]=2[CH:5]=[CH:4][CH:3]=1.C1OCCOCCOCCOCCOCCOC1.[N:51]1[CH:56]=[CH:55][C:54]([NH2:57])=[CH:53][CH:52]=1.C1C=CC(P(C2C(C3C(P(C4C=CC=CC=4)C4C=CC=CC=4)=CC=C4C=3C=CC=C4)=C3C(C=CC=C3)=CC=2)C2C=CC=CC=2)=CC=1.CC(C)([O-])C.[Na+]. Product: [F:1][C:2]1[C:7]2[CH2:8][CH2:9][CH:10]([N:19]3[CH:23]=[C:22]([C:24]4[CH:29]=[CH:28][C:27]([NH:57][C:54]5[CH:55]=[CH:56][N:51]=[CH:52][CH:53]=5)=[C:26]([O:31][CH3:32])[CH:25]=4)[N:21]=[N:20]3)[C:11](=[O:18])[N:12]([CH2:13][C:14]([F:17])([F:16])[F:15])[C:6]=2[CH:5]=[CH:4][CH:3]=1. The catalyst class is: 443. (3) Reactant: [C:1]([NH:4][C:5]1[S:6][CH:7]=[C:8]([C:10]([OH:12])=O)[N:9]=1)(=[O:3])[CH3:2].C(N1C=CN=C1)(N1C=CN=C1)=O.[NH:25]([C:34]([O:36][CH2:37][CH2:38][C:39]1[CH:44]=[CH:43][C:42]([NH2:45])=[CH:41][CH:40]=1)=[O:35])[NH:26][C:27]([O:29][C:30]([CH3:33])([CH3:32])[CH3:31])=[O:28].O. Product: [NH:25]([C:34]([O:36][CH2:37][CH2:38][C:39]1[CH:44]=[CH:43][C:42]([NH:45][C:10]([C:8]2[N:9]=[C:5]([NH:4][C:1](=[O:3])[CH3:2])[S:6][CH:7]=2)=[O:12])=[CH:41][CH:40]=1)=[O:35])[NH:26][C:27]([O:29][C:30]([CH3:32])([CH3:33])[CH3:31])=[O:28]. The catalyst class is: 42. (4) Reactant: [CH3:1][O:2][C:3]1[CH:12]=[CH:11][C:6]([CH2:7][N:8]=[N+:9]=[N-:10])=[CH:5][CH:4]=1.C(=O)([O-])[O-].[K+].[K+].[C:19](OCC)(=[O:26])[CH2:20][C:21]([O:23][CH2:24][CH3:25])=[O:22]. Product: [CH2:24]([O:23][C:21]([C:20]1[N:10]=[N:9][N:8]([CH2:7][C:6]2[CH:5]=[CH:4][C:3]([O:2][CH3:1])=[CH:12][CH:11]=2)[C:19]=1[OH:26])=[O:22])[CH3:25]. The catalyst class is: 16. (5) Reactant: C(OC(=O)[NH:10][C:11]1[C:20]2[CH2:19][CH:18]([NH:21][S:22]([CH3:25])(=[O:24])=[O:23])[CH2:17][CH2:16][C:15]=2[CH:14]=[CH:13][CH:12]=1)C1C=CC=CC=1. Product: [NH2:10][C:11]1[CH:12]=[CH:13][CH:14]=[C:15]2[C:20]=1[CH2:19][CH:18]([NH:21][S:22]([CH3:25])(=[O:24])=[O:23])[CH2:17][CH2:16]2. The catalyst class is: 100. (6) Reactant: [C:1]([Cl:4])(Cl)=[O:2].Cl.Cl.[CH3:7][O:8][C:9]1[N:14]=[CH:13][C:12]([N:15]2[CH2:30][CH2:29][C:18]3[N:19]=[CH:20][N:21]=[C:22]([O:23][C@H:24]4[CH2:28][CH2:27][NH:26][CH2:25]4)[C:17]=3[CH2:16]2)=[CH:11][C:10]=1[C:31]([F:34])([F:33])[F:32].C(N(CC)CC)C. Product: [CH3:7][O:8][C:9]1[N:14]=[CH:13][C:12]([N:15]2[CH2:30][CH2:29][C:18]3[N:19]=[CH:20][N:21]=[C:22]([O:23][C@H:24]4[CH2:28][CH2:27][N:26]([C:1]([Cl:4])=[O:2])[CH2:25]4)[C:17]=3[CH2:16]2)=[CH:11][C:10]=1[C:31]([F:34])([F:32])[F:33]. The catalyst class is: 2. (7) Reactant: [CH3:1][O:2][CH:3]([O:15][CH3:16])[C:4]1[CH:9]=[CH:8][C:7](/[CH:10]=[CH:11]/[C:12]([OH:14])=O)=[CH:6][CH:5]=1.[Cl:17][C:18]1[CH:23]=[CH:22][C:21]([C:24]2[CH:29]=[CH:28][C:27]([NH2:30])=[CH:26][CH:25]=2)=[CH:20][CH:19]=1. Product: [Cl:17][C:18]1[CH:19]=[CH:20][C:21]([C:24]2[CH:29]=[CH:28][C:27]([NH:30][C:12](=[O:14])/[CH:11]=[CH:10]/[C:7]3[CH:6]=[CH:5][C:4]([CH:3]([O:2][CH3:1])[O:15][CH3:16])=[CH:9][CH:8]=3)=[CH:26][CH:25]=2)=[CH:22][CH:23]=1. The catalyst class is: 429. (8) Reactant: [C:1]([C:3]1([C:6]2[CH:7]=[C:8]([CH:13]=[CH:14][CH:15]=2)[C:9]([O:11]C)=[O:10])[CH2:5][CH2:4]1)#[N:2].[OH-].[Na+].Cl. Product: [C:1]([C:3]1([C:6]2[CH:7]=[C:8]([CH:13]=[CH:14][CH:15]=2)[C:9]([OH:11])=[O:10])[CH2:4][CH2:5]1)#[N:2]. The catalyst class is: 5. (9) Reactant: Cl.[Cl:2][C:3]1[CH:8]=[CH:7][C:6]([S:9]([N:12]2[CH:17]=[C:16]([F:18])[C:15]([N:19]=CN(C)C)=[N:14][C:13]2=[O:24])(=[O:11])=[O:10])=[CH:5][CH:4]=1. Product: [NH2:19][C:15]1[C:16]([F:18])=[CH:17][N:12]([S:9]([C:6]2[CH:5]=[CH:4][C:3]([Cl:2])=[CH:8][CH:7]=2)(=[O:11])=[O:10])[C:13](=[O:24])[N:14]=1. The catalyst class is: 12. (10) Product: [Cl:8][C:6]1[N:5]=[CH:4][N:3]=[C:2]([NH:17][C:16]2[CH:18]=[CH:19][CH:20]=[CH:21][C:15]=2[S:12]([CH:9]([CH3:11])[CH3:10])(=[O:14])=[O:13])[N:7]=1. The catalyst class is: 1. Reactant: Cl[C:2]1[N:7]=[C:6]([Cl:8])[N:5]=[CH:4][N:3]=1.[CH:9]([S:12]([C:15]1[CH:21]=[CH:20][CH:19]=[CH:18][C:16]=1[NH2:17])(=[O:14])=[O:13])([CH3:11])[CH3:10].CCN(C(C)C)C(C)C.